Dataset: Reaction yield outcomes from USPTO patents with 853,638 reactions. Task: Predict the reaction yield, written as a fraction of the theoretical maximum amount of product (1.0 means a 100% yield; for example, 0.34 means a 34% yield). The reactants are [CH3:1][O:2][C@@H:3]([C@@H:22]1[CH2:26][CH2:25][CH2:24][N:23]1[C:27]([O:29][C:30]([CH3:33])([CH3:32])[CH3:31])=[O:28])[C@@H:4]([CH3:21])[C:5](=O)[NH:6][C@H:7]([C:15]1[S:16][CH:17]=[CH:18][N:19]=1)[CH2:8][C:9]1[CH:14]=[CH:13][CH:12]=[CH:11][CH:10]=1.COC1C=CC(P2(=S)SP(C3C=CC(OC)=CC=3)(=S)[S:43]2)=CC=1. The catalyst is C1(C)C=CC=CC=1. The product is [CH3:1][O:2][C@@H:3]([C@@H:22]1[CH2:26][CH2:25][CH2:24][N:23]1[C:27]([O:29][C:30]([CH3:33])([CH3:32])[CH3:31])=[O:28])[C@@H:4]([CH3:21])[C:5]([NH:6][C@H:7]([C:15]1[S:16][CH:17]=[CH:18][N:19]=1)[CH2:8][C:9]1[CH:14]=[CH:13][CH:12]=[CH:11][CH:10]=1)=[S:43]. The yield is 0.330.